From a dataset of Full USPTO retrosynthesis dataset with 1.9M reactions from patents (1976-2016). Predict the reactants needed to synthesize the given product. Given the product [Br:1][C:2]1[C:3](=[O:31])[N:4]([CH2:19][C:20]2[CH:21]=[CH:22][C:23]([CH:29]=[CH2:30])=[C:24]([CH:28]=2)[C:25]([NH:41][CH3:40])=[O:26])[C:5]([CH3:18])=[CH:6][C:7]=1[O:8][CH2:9][C:10]1[CH:15]=[CH:14][C:13]([F:16])=[CH:12][C:11]=1[F:17], predict the reactants needed to synthesize it. The reactants are: [Br:1][C:2]1[C:3](=[O:31])[N:4]([CH2:19][C:20]2[CH:21]=[CH:22][C:23]([CH:29]=[CH2:30])=[C:24]([CH:28]=2)[C:25](O)=[O:26])[C:5]([CH3:18])=[CH:6][C:7]=1[O:8][CH2:9][C:10]1[CH:15]=[CH:14][C:13]([F:16])=[CH:12][C:11]=1[F:17].C(OC(Cl)=O)C(C)C.[CH3:40][N:41]1CCOCC1.CN.